From a dataset of Full USPTO retrosynthesis dataset with 1.9M reactions from patents (1976-2016). Predict the reactants needed to synthesize the given product. (1) Given the product [S:41]1[CH:42]=[CH:43][CH:44]=[C:40]1[C:3]1[N:4]2[C:9]([CH:8]=[CH:7][CH:6]=[CH:5]2)=[CH:1][C:2]=1[C:10]#[N:11], predict the reactants needed to synthesize it. The reactants are: [CH:1]1[C:2]([C:10]#[N:11])=[CH:3][N:4]2[C:9]=1[CH:8]=[CH:7][CH:6]=[CH:5]2.F[B-](F)(F)F.C1(P(C2CCCC2)C2CCCC2)CCCC1.C([O-])([O-])=O.[Cs+].[Cs+].Cl[C:40]1[S:41][CH:42]=[CH:43][CH:44]=1. (2) Given the product [CH2:43]([O:42][C:40]([NH:38][NH:39][C:13]([C@@H:9]1[CH2:10][CH2:11][CH2:12][N:8]1[C:6]([O:5][C:1]([CH3:2])([CH3:3])[CH3:4])=[O:7])=[O:15])=[O:41])[C:44]1[CH:49]=[CH:48][CH:47]=[CH:46][CH:45]=1, predict the reactants needed to synthesize it. The reactants are: [C:1]([O:5][C:6]([N:8]1[CH2:12][CH2:11][CH2:10][C@H:9]1[C:13]([OH:15])=O)=[O:7])([CH3:4])([CH3:3])[CH3:2].Cl.C(N=C=NCCCN(C)C)C.ON1C2C=CC=CC=2N=N1.[NH:38]([C:40]([O:42][CH2:43][C:44]1[CH:49]=[CH:48][CH:47]=[CH:46][CH:45]=1)=[O:41])[NH2:39]. (3) Given the product [N:2]1([CH2:7][C:8]([N:27]2[CH2:28][C@H:29]([C:31]3[CH:36]=[CH:35][CH:34]=[CH:33][CH:32]=3)[CH2:30][C@H:26]2[C:24]([NH:23][C:20]2[CH:21]=[CH:22][C:17]([O:16][C:15]3[CH:14]=[CH:13][C:12]([F:11])=[CH:38][CH:37]=3)=[CH:18][CH:19]=2)=[O:25])=[O:10])[CH:6]=[N:5][CH:4]=[N:3]1, predict the reactants needed to synthesize it. The reactants are: Cl.[N:2]1([CH2:7][C:8]([OH:10])=O)[CH:6]=[N:5][CH:4]=[N:3]1.[F:11][C:12]1[CH:38]=[CH:37][C:15]([O:16][C:17]2[CH:22]=[CH:21][C:20]([NH:23][C:24]([C@@H:26]3[CH2:30][C@@H:29]([C:31]4[CH:36]=[CH:35][CH:34]=[CH:33][CH:32]=4)[CH2:28][NH:27]3)=[O:25])=[CH:19][CH:18]=2)=[CH:14][CH:13]=1. (4) Given the product [NH:35]1[CH:36]=[CH:37][N:38]=[C:34]1[C:32](=[O:33])/[C:31](/[CH3:43])=[CH:30]/[C@@H:29]([N:27]([CH3:28])[C:26](=[O:47])[C@@H:21]([NH:20][C:19](=[O:48])[C@@H:9]([NH:7][CH3:6])[C:10]([CH3:11])([C:12]1[CH:13]=[CH:14][CH:15]=[CH:16][CH:17]=1)[CH3:18])[C:22]([CH3:23])([CH3:25])[CH3:24])[CH:44]([CH3:46])[CH3:45], predict the reactants needed to synthesize it. The reactants are: C(O[C:6](=O)[N:7]([CH:9]([C:19](=[O:48])[NH:20][CH:21]([C:26](=[O:47])[N:27]([CH:29]([CH:44]([CH3:46])[CH3:45])[CH:30]=[C:31]([CH3:43])[C:32]([C:34]1[N:35](COCC)[CH:36]=[CH:37][N:38]=1)=[O:33])[CH3:28])[C:22]([CH3:25])([CH3:24])[CH3:23])[C:10]([CH3:18])([C:12]1[CH:17]=[CH:16][CH:15]=[CH:14][CH:13]=1)[CH3:11])C)(C)(C)C.FC(F)(F)C(O)=O. (5) Given the product [C:1]([O:5][C:6]([N:8]1[CH2:13][CH2:12][N:11]([CH2:14][CH2:15][CH2:16][C:17]2[N:18]=[C:19]([NH2:31])[C:20]3[N:21]([N:23]=[C:24]([C:26]4[O:27][CH:28]=[CH:29][CH:30]=4)[N:25]=3)[CH:22]=2)[CH2:10][CH2:9]1)=[O:7])([CH3:4])([CH3:2])[CH3:3], predict the reactants needed to synthesize it. The reactants are: [C:1]([O:5][C:6]([N:8]1[CH2:13][CH2:12][N:11]([CH2:14][C:15]#[C:16][C:17]2[N:18]=[C:19]([NH2:31])[C:20]3[N:21]([N:23]=[C:24]([C:26]4[O:27][CH:28]=[CH:29][CH:30]=4)[N:25]=3)[CH:22]=2)[CH2:10][CH2:9]1)=[O:7])([CH3:4])([CH3:3])[CH3:2].